This data is from NCI-60 drug combinations with 297,098 pairs across 59 cell lines. The task is: Regression. Given two drug SMILES strings and cell line genomic features, predict the synergy score measuring deviation from expected non-interaction effect. Cell line: SF-539. Synergy scores: CSS=54.7, Synergy_ZIP=1.46, Synergy_Bliss=-0.253, Synergy_Loewe=-20.6, Synergy_HSA=0.519. Drug 2: C1CC(=O)NC(=O)C1N2C(=O)C3=CC=CC=C3C2=O. Drug 1: CC=C1C(=O)NC(C(=O)OC2CC(=O)NC(C(=O)NC(CSSCCC=C2)C(=O)N1)C(C)C)C(C)C.